This data is from Full USPTO retrosynthesis dataset with 1.9M reactions from patents (1976-2016). The task is: Predict the reactants needed to synthesize the given product. (1) Given the product [CH2:9]([O:11][C:12]([C:14]1[CH:18]=[CH:17][N:16]([CH:19]([CH3:21])[CH3:20])[C:15]=1[CH:22]([Cl:1])[C:24]1[CH:29]=[CH:28][C:27]([C:30]#[N:31])=[CH:26][CH:25]=1)=[O:13])[CH3:10], predict the reactants needed to synthesize it. The reactants are: [Cl:1]C(N(C)C)=C(C)C.[CH2:9]([O:11][C:12]([C:14]1[CH:18]=[CH:17][N:16]([CH:19]([CH3:21])[CH3:20])[C:15]=1[CH:22]([C:24]1[CH:29]=[CH:28][C:27]([C:30]#[N:31])=[CH:26][CH:25]=1)O)=[O:13])[CH3:10]. (2) The reactants are: [CH:1]1[C:13]2[NH:12][C:11]3[C:6](=[CH:7][CH:8]=[CH:9][CH:10]=3)[C:5]=2[CH:4]=[CH:3][CH:2]=1.I[C:15]1[CH:20]=[CH:19][C:18]([O:21][CH3:22])=[CH:17][CH:16]=1.C(=O)([O-])[O-].[K+].[K+].C1OCCOCCOCCOCCOCCOC1. Given the product [CH3:22][O:21][C:18]1[CH:19]=[CH:20][C:15]([N:12]2[C:11]3[CH:10]=[CH:9][CH:8]=[CH:7][C:6]=3[C:5]3[C:13]2=[CH:1][CH:2]=[CH:3][CH:4]=3)=[CH:16][CH:17]=1, predict the reactants needed to synthesize it.